This data is from Reaction yield outcomes from USPTO patents with 853,638 reactions. The task is: Predict the reaction yield, written as a fraction of the theoretical maximum amount of product (1.0 means a 100% yield; for example, 0.34 means a 34% yield). (1) The yield is 0.700. The product is [N+:11]([C:8]1[C:9]2[N:10]=[CH:16][CH:14]=[N:1][C:2]=2[C:3]([C:4]#[N:5])=[CH:6][CH:7]=1)([O-:13])=[O:12]. The catalyst is C(O)(=O)C. The reactants are [NH2:1][C:2]1[C:9]([NH2:10])=[C:8]([N+:11]([O-:13])=[O:12])[CH:7]=[CH:6][C:3]=1[C:4]#[N:5].[CH:14]([CH:16]=O)=O.O.[OH-].[NH4+]. (2) The reactants are C([O:8][C@@H:9]1[CH2:13][CH2:12][CH2:11][C@H:10]1[C:14]1[CH:18]=[CH:17][N:16]([CH:19]2[CH2:24][CH2:23][CH2:22][CH2:21][O:20]2)[N:15]=1)C1C=CC=CC=1. The catalyst is [C].[Pd].C(O)C. The product is [O:20]1[CH2:21][CH2:22][CH2:23][CH2:24][CH:19]1[N:16]1[CH:17]=[CH:18][C:14]([C@@H:10]2[CH2:11][CH2:12][CH2:13][C@H:9]2[OH:8])=[N:15]1. The yield is 0.890. (3) The reactants are [CH3:1][O:2][C:3]1[CH:8]=[CH:7][C:6]([OH:9])=[CH:5][CH:4]=1.I[C:11]1[CH:16]=[CH:15][C:14]([CH3:17])=[CH:13][CH:12]=1.C(=O)([O-])[O-].[Cs+].[Cs+].Cl.CN(C)CC(O)=O. The catalyst is [Cu](I)I.O1CCOCC1. The product is [CH3:1][O:2][C:3]1[CH:8]=[CH:7][C:6]([O:9][C:11]2[CH:16]=[CH:15][C:14]([CH3:17])=[CH:13][CH:12]=2)=[CH:5][CH:4]=1. The yield is 0.760. (4) The reactants are [Cl:1][C:2]1[CH:3]=[C:4]([CH:10]=[CH:11][CH:12]=1)[CH2:5]P(=O)([O-])[O-].[Li]CCCC.[CH3:18][CH2:19][CH2:20][CH2:21][CH2:22][CH3:23].C(=O)CCCC#C. The catalyst is C1COCC1. The product is [Cl:1][C:2]1[CH:12]=[CH:11][CH:10]=[C:4]([CH:5]=[CH:23][CH2:22][CH2:21][CH2:20][C:19]#[CH:18])[CH:3]=1. The yield is 0.930. (5) The reactants are Br[CH2:2][C:3]1[CH:4]=[C:5]([C:9]2[CH:10]=[C:11]([C:21]([NH:23][CH2:24][C:25]3[C:26](=[O:33])[NH:27][C:28]([CH3:32])=[CH:29][C:30]=3[CH3:31])=[O:22])[C:12]3[CH:17]=[N:16][N:15]([CH:18]([CH3:20])[CH3:19])[C:13]=3[N:14]=2)[CH:6]=[CH:7][CH:8]=1.[CH3:34][N:35]([CH3:41])[CH2:36][CH2:37][CH2:38][NH:39][CH3:40]. The catalyst is CN(C=O)C. The product is [CH3:31][C:30]1[CH:29]=[C:28]([CH3:32])[NH:27][C:26](=[O:33])[C:25]=1[CH2:24][NH:23][C:21]([C:11]1[C:12]2[CH:17]=[N:16][N:15]([CH:18]([CH3:19])[CH3:20])[C:13]=2[N:14]=[C:9]([C:5]2[CH:6]=[CH:7][CH:8]=[C:3]([CH2:2][N:39]([CH2:38][CH2:37][CH2:36][N:35]([CH3:41])[CH3:34])[CH3:40])[CH:4]=2)[CH:10]=1)=[O:22]. The yield is 0.250.